Task: Predict the reactants needed to synthesize the given product.. Dataset: Full USPTO retrosynthesis dataset with 1.9M reactions from patents (1976-2016) (1) Given the product [CH2:1]([N:8]([CH2:18][C:19]1[CH:24]=[CH:23][CH:22]=[CH:21][CH:20]=1)[CH2:9][C@@H:10]([F:17])[C:11](=[O:12])[CH3:25])[C:2]1[CH:7]=[CH:6][CH:5]=[CH:4][CH:3]=1, predict the reactants needed to synthesize it. The reactants are: [CH2:1]([N:8]([CH2:18][C:19]1[CH:24]=[CH:23][CH:22]=[CH:21][CH:20]=1)[CH2:9][C@@H:10]([F:17])[C:11](N(OC)C)=[O:12])[C:2]1[CH:7]=[CH:6][CH:5]=[CH:4][CH:3]=1.[CH3:25][Mg]Br. (2) The reactants are: [N+](C1C=CC(O[C:9]([NH:11][CH2:12][CH:13]2[C:15]3([CH2:20][CH2:19][N:18]([C:21]([O:23][C:24]([CH3:27])([CH3:26])[CH3:25])=[O:22])[CH2:17][CH2:16]3)[CH2:14]2)=[O:10])=CC=1)([O-])=O.Cl.[NH:31]1[C:35]2[CH2:36][NH:37][CH2:38][C:34]=2[CH:33]=[N:32]1.C(N(CC)CC)C. Given the product [NH:31]1[C:35]2[CH2:36][N:37]([C:9]([NH:11][CH2:12][CH:13]3[C:15]4([CH2:16][CH2:17][N:18]([C:21]([O:23][C:24]([CH3:26])([CH3:25])[CH3:27])=[O:22])[CH2:19][CH2:20]4)[CH2:14]3)=[O:10])[CH2:38][C:34]=2[CH:33]=[N:32]1, predict the reactants needed to synthesize it. (3) Given the product [CH2:24]([N:26]([CH2:27][C:28]1[S:29][CH:30]=[CH:31][N:32]=1)[C:21](=[O:23])[CH2:20][N:9]([C:6]1[CH:7]=[N:8][C:3]([O:2][CH3:1])=[CH:4][CH:5]=1)[S:10]([C:13]1[C:14]([CH3:19])=[CH:15][CH:16]=[CH:17][CH:18]=1)(=[O:11])=[O:12])[CH3:25], predict the reactants needed to synthesize it. The reactants are: [CH3:1][O:2][C:3]1[N:8]=[CH:7][C:6]([N:9]([CH2:20][C:21]([OH:23])=O)[S:10]([C:13]2[C:14]([CH3:19])=[CH:15][CH:16]=[CH:17][CH:18]=2)(=[O:12])=[O:11])=[CH:5][CH:4]=1.[CH2:24]([NH:26][CH2:27][C:28]1[S:29][CH:30]=[CH:31][N:32]=1)[CH3:25]. (4) Given the product [CH3:1][C:2]1[CH:3]=[C:4]([NH:9][CH2:17][CH2:16][C:13]2[CH:14]=[CH:15][C:10]([CH3:20])=[CH:11][CH:12]=2)[CH:5]=[CH:6][C:7]=1[CH3:8], predict the reactants needed to synthesize it. The reactants are: [CH3:1][C:2]1[CH:3]=[C:4]([NH2:9])[CH:5]=[CH:6][C:7]=1[CH3:8].[C:10]1([CH3:20])[CH:15]=[CH:14][C:13]([CH2:16][C:17](O)=O)=[CH:12][CH:11]=1. (5) Given the product [Br:7][C:8]1[CH:9]=[C:10]2[C:15](=[CH:16][CH:17]=1)[C:4](=[O:5])[N:3]([CH3:6])[CH:2]=[CH:11]2, predict the reactants needed to synthesize it. The reactants are: [Na].[CH3:2][N:3]([CH3:6])[CH:4]=[O:5].[Br:7][C:8]1[CH:9]=[C:10]2[C:15](=[CH:16][CH:17]=1)C(=O)NC=[CH:11]2.CI. (6) Given the product [CH3:17][C:18]1[CH:23]=[C:22]([N:24]2[CH2:29][CH2:28][O:27][CH2:26][CH2:25]2)[CH:21]=[C:20]([CH3:30])[C:19]=1[NH:31][C:1](=[O:7])[CH2:2][CH2:3][CH2:4][CH3:5], predict the reactants needed to synthesize it. The reactants are: [C:1]([OH:7])(=O)[CH2:2][CH2:3][CH2:4][CH3:5].C(N(CC)C(C)C)(C)C.[CH3:17][C:18]1[CH:23]=[C:22]([N:24]2[CH2:29][CH2:28][O:27][CH2:26][CH2:25]2)[CH:21]=[C:20]([CH3:30])[C:19]=1[NH2:31].C(OCC)(=O)C. (7) Given the product [CH3:18][O:1][CH2:2][C:3]1[N:4]=[C:5]([S:8][CH2:9][CH2:10][C:11]([F:15])=[C:12]([F:14])[F:13])[O:6][CH:7]=1, predict the reactants needed to synthesize it. The reactants are: [OH:1][CH2:2][C:3]1[N:4]=[C:5]([S:8][CH2:9][CH2:10][C:11]([F:15])=[C:12]([F:14])[F:13])[O:6][CH:7]=1.[H-].[Na+].[CH3:18]I.Cl.